Dataset: Forward reaction prediction with 1.9M reactions from USPTO patents (1976-2016). Task: Predict the product of the given reaction. (1) Given the reactants [NH2:1][C:2]1[C:9]([Cl:10])=[CH:8][CH:7]=[CH:6][C:3]=1[CH:4]=O.[C:11]([O:15][C:16]([NH:18][C@@H:19]([CH3:28])[C:20](=O)[CH2:21][C:22]([O:24][CH2:25][CH3:26])=[O:23])=[O:17])([CH3:14])([CH3:13])[CH3:12], predict the reaction product. The product is: [C:11]([O:15][C:16]([NH:18][C@H:19]([C:20]1[C:21]([C:22]([O:24][CH2:25][CH3:26])=[O:23])=[CH:4][C:3]2[C:2](=[C:9]([Cl:10])[CH:8]=[CH:7][CH:6]=2)[N:1]=1)[CH3:28])=[O:17])([CH3:14])([CH3:12])[CH3:13]. (2) Given the reactants [F:1][C:2]1[CH:3]=[CH:4][C:5]([O:45][CH3:46])=[C:6]([C:8]([CH3:44])([CH3:43])[CH2:9][C:10]([OH:42])([C:38]([F:41])([F:40])[F:39])[CH2:11][NH:12][C:13]2[CH:21]=[C:20]([CH3:22])[CH:19]=[C:18]3[C:14]=2[CH:15]=[N:16][N:17]3[C:23]2[CH:24]=[C:25]([C:29]([N:31]([CH3:37])[C@@H:32]([C:34](O)=[O:35])[CH3:33])=[O:30])[CH:26]=[CH:27][CH:28]=2)[CH:7]=1.[NH3:47], predict the reaction product. The product is: [NH2:47][C:34](=[O:35])[C@H:32]([N:31]([CH3:37])[C:29](=[O:30])[C:25]1[CH:26]=[CH:27][CH:28]=[C:23]([N:17]2[C:18]3[C:14](=[C:13]([NH:12][CH2:11][C:10]([OH:42])([C:38]([F:41])([F:40])[F:39])[CH2:9][C:8]([C:6]4[CH:7]=[C:2]([F:1])[CH:3]=[CH:4][C:5]=4[O:45][CH3:46])([CH3:44])[CH3:43])[CH:21]=[C:20]([CH3:22])[CH:19]=3)[CH:15]=[N:16]2)[CH:24]=1)[CH3:33]. (3) Given the reactants [C:9](O[C:9]([O:11][C:12]([CH3:15])([CH3:14])[CH3:13])=[O:10])([O:11][C:12]([CH3:15])([CH3:14])[CH3:13])=[O:10].[OH-].[Na+].[NH2:18][C@H:19]([C:25]([OH:27])=[O:26])[CH2:20][CH2:21][CH2:22][CH2:23][NH2:24].N1C2C=CC=CC=2N=N1, predict the reaction product. The product is: [NH2:18][C@H:19]([C:25]([OH:27])=[O:26])[CH2:20][CH2:21][CH2:22][CH2:23][NH:24][C:9]([O:11][C:12]([CH3:13])([CH3:14])[CH3:15])=[O:10]. (4) The product is: [NH:53]([C:62]([O:64][C:65]([CH3:67])([CH3:66])[CH3:68])=[O:63])[C@H:54]([C:59]([NH:1][C@H:2]([C:27]([O:29][CH3:30])=[O:28])[CH2:3][CH2:4][CH2:5][NH:6][C:7](=[NH:26])[NH:8][S:9]([C:12]1[C:24]([CH3:25])=[C:23]2[C:17]([O:18][C:19]([CH2:22]2)([CH3:21])[CH3:20])=[C:15]([CH3:16])[C:13]=1[CH3:14])(=[O:11])=[O:10])=[O:60])[CH2:55][CH:56]([CH3:58])[CH3:57]. Given the reactants [NH2:1][C@H:2]([C:27]([O:29][CH3:30])=[O:28])[CH2:3][CH2:4][CH2:5][NH:6][C:7](=[NH:26])[NH:8][S:9]([C:12]1[C:24]([CH3:25])=[C:23]2[C:17]([O:18][C:19]([CH2:22]2)([CH3:21])[CH3:20])=[C:15]([CH3:16])[C:13]=1[CH3:14])(=[O:11])=[O:10].C1C=CC2N(O)N=NC=2C=1.CCN=C=NCCCN(C)C.Cl.[NH:53]([C:62]([O:64][C:65]([CH3:68])([CH3:67])[CH3:66])=[O:63])[C@H:54]([C:59](O)=[O:60])[CH2:55][CH:56]([CH3:58])[CH3:57].O, predict the reaction product. (5) Given the reactants S(Cl)([Cl:3])=O.[ClH:5].[CH2:6]([N:13]([CH2:17][CH2:18]O)[CH2:14][CH2:15]O)[C:7]1[CH:12]=[CH:11][CH:10]=[CH:9][CH:8]=1, predict the reaction product. The product is: [ClH:3].[CH2:6]([N:13]([CH2:17][CH2:18][Cl:3])[CH2:14][CH2:15][Cl:5])[C:7]1[CH:12]=[CH:11][CH:10]=[CH:9][CH:8]=1. (6) Given the reactants [O:1]1[CH2:7][CH2:6][CH2:5][N:4]([CH2:8][CH2:9][CH2:10][O:11][C:12]2[CH:17]=[CH:16][C:15]([C:18]3([CH2:24][NH2:25])[CH2:23][CH2:22][O:21][CH2:20][CH2:19]3)=[CH:14][CH:13]=2)[CH2:3][CH2:2]1.Br[C:27]1[CH:32]=[CH:31][CH:30]=[CH:29][N:28]=1.C1C=CC(P(C2C(C3C(P(C4C=CC=CC=4)C4C=CC=CC=4)=CC=C4C=3C=CC=C4)=C3C(C=CC=C3)=CC=2)C2C=CC=CC=2)=CC=1.CC(C)([O-])C.[Na+], predict the reaction product. The product is: [NH3:4].[O:1]1[CH2:7][CH2:6][CH2:5][N:4]([CH2:8][CH2:9][CH2:10][O:11][C:12]2[CH:17]=[CH:16][C:15]([C:18]3([CH2:24][NH:25][C:27]4[CH:32]=[CH:31][CH:30]=[CH:29][N:28]=4)[CH2:23][CH2:22][O:21][CH2:20][CH2:19]3)=[CH:14][CH:13]=2)[CH2:3][CH2:2]1. (7) Given the reactants [Cl:1][C:2]1[CH:3]=[N:4][N:5]([CH3:16])[C:6]=1[C:7]1[CH:8]=[C:9]([C:13]([OH:15])=O)[S:10][C:11]=1[CH3:12].[NH2:17][C@@H:18]([CH2:31][C:32]1[CH:37]=[CH:36][C:35]([F:38])=[CH:34][CH:33]=1)[CH2:19][N:20]1[C:28](=[O:29])[C:27]2[C:22](=[CH:23][CH:24]=[CH:25][CH:26]=2)[C:21]1=[O:30].CC(OC(N[C@H](C(O)=O)CC1C=CC=CC=1C(F)(F)F)=O)(C)C.C1CN([P+](Br)(N2CCCC2)N2CCCC2)CC1.F[P-](F)(F)(F)(F)F.CCN(C(C)C)C(C)C, predict the reaction product. The product is: [Cl:1][C:2]1[CH:3]=[N:4][N:5]([CH3:16])[C:6]=1[C:7]1[CH:8]=[C:9]([C:13]([NH:17][C@@H:18]([CH2:31][C:32]2[CH:33]=[CH:34][C:35]([F:38])=[CH:36][CH:37]=2)[CH2:19][N:20]2[C:28](=[O:29])[C:27]3[C:22](=[CH:23][CH:24]=[CH:25][CH:26]=3)[C:21]2=[O:30])=[O:15])[S:10][C:11]=1[CH3:12]. (8) Given the reactants S(=O)(=O)(O)O.[Cl:6][C:7]1[S:8][C:9]2[CH:15]=[CH:14][CH:13]=[CH:12][C:10]=2[N:11]=1.[N+:16]([O-])([OH:18])=[O:17], predict the reaction product. The product is: [Cl:6][C:7]1[S:8][C:9]2[CH:15]=[C:14]([N+:16]([O-:18])=[O:17])[CH:13]=[CH:12][C:10]=2[N:11]=1. (9) The product is: [Br:1][C:2]1[C:3]([O:9][CH3:10])=[N:4][C:5]([NH:15][C:14]2[CH:16]=[CH:17][CH:18]=[C:12]([F:11])[CH:13]=2)=[N:6][CH:7]=1. Given the reactants [Br:1][C:2]1[C:3]([O:9][CH3:10])=[N:4][C:5](Cl)=[N:6][CH:7]=1.[F:11][C:12]1[CH:13]=[C:14]([CH:16]=[CH:17][CH:18]=1)[NH2:15].FC(F)(F)C(O)=O.O, predict the reaction product. (10) Given the reactants [OH:1][C:2]1[CH:9]=[C:8]([O:10][CH3:11])[CH:7]=[CH:6][C:3]=1[C:4]#[N:5].[CH:12]1(O)[CH2:16][CH2:15][CH2:14][CH2:13]1.C1(P(C2C=CC=CC=2)C2C=CC=CC=2)C=CC=CC=1, predict the reaction product. The product is: [CH:12]1([O:1][C:2]2[CH:9]=[C:8]([O:10][CH3:11])[CH:7]=[CH:6][C:3]=2[C:4]#[N:5])[CH2:16][CH2:15][CH2:14][CH2:13]1.